From a dataset of Forward reaction prediction with 1.9M reactions from USPTO patents (1976-2016). Predict the product of the given reaction. (1) Given the reactants Cl[CH2:2][C:3]([N:5]1[C:14]2[C:9](=[CH:10][CH:11]=[C:12]([C:15]([O:17][C:18]([CH3:21])([CH3:20])[CH3:19])=[O:16])[CH:13]=2)[N:8]([CH:22]2[CH2:24][CH2:23]2)[C:7](=[O:25])[CH2:6]1)=[O:4].[CH:26]1([NH2:31])[CH2:30][CH2:29][CH2:28][CH2:27]1, predict the reaction product. The product is: [CH:26]1([NH:31][CH2:2][C:3]([N:5]2[C:14]3[C:9](=[CH:10][CH:11]=[C:12]([C:15]([O:17][C:18]([CH3:21])([CH3:20])[CH3:19])=[O:16])[CH:13]=3)[N:8]([CH:22]3[CH2:24][CH2:23]3)[C:7](=[O:25])[CH2:6]2)=[O:4])[CH2:30][CH2:29][CH2:28][CH2:27]1. (2) The product is: [Cl:1][C:2]1[CH:7]=[CH:6][C:5]([C@H:8]([NH:11][C:12]([CH3:18])([CH3:17])[CH2:13][C:14]([NH2:33])=[O:16])[CH2:9][CH3:10])=[C:4]([F:19])[C:3]=1[O:20][C:21]1[CH:22]=[N:23][C:24]([N+:27]([O-:29])=[O:28])=[CH:25][CH:26]=1. Given the reactants [Cl:1][C:2]1[CH:7]=[CH:6][C:5]([C@H:8]([NH:11][C:12]([CH3:18])([CH3:17])[CH2:13][C:14]([OH:16])=O)[CH2:9][CH3:10])=[C:4]([F:19])[C:3]=1[O:20][C:21]1[CH:22]=[N:23][C:24]([N+:27]([O-:29])=[O:28])=[CH:25][CH:26]=1.C([N:33](CC)C(C)C)(C)C.[Cl-].[NH4+].F[P-](F)(F)(F)(F)F.N1(OC(N(C)C)=[N+](C)C)C2N=CC=CC=2N=N1, predict the reaction product.